This data is from Peptide-MHC class I binding affinity with 185,985 pairs from IEDB/IMGT. The task is: Regression. Given a peptide amino acid sequence and an MHC pseudo amino acid sequence, predict their binding affinity value. This is MHC class I binding data. The peptide sequence is YKEPNSIIL. The MHC is HLA-B39:01 with pseudo-sequence HLA-B39:01. The binding affinity (normalized) is 0.683.